Dataset: Catalyst prediction with 721,799 reactions and 888 catalyst types from USPTO. Task: Predict which catalyst facilitates the given reaction. (1) Reactant: CO[C:3]([C:5]1[C:13]2[C:8](=[N:9][CH:10]=[CH:11][CH:12]=2)[NH:7][CH:6]=1)=[O:4].Cl.[N:15]1[CH:20]=[CH:19][CH:18]=[CH:17][C:16]=1[CH2:21]C(O)=O.[Li+].C[Si]([N-][Si](C)(C)C)(C)C. Product: [N:15]1[CH:20]=[CH:19][CH:18]=[CH:17][C:16]=1[CH2:21][C:3]([C:5]1[C:13]2[C:8](=[N:9][CH:10]=[CH:11][CH:12]=2)[NH:7][CH:6]=1)=[O:4]. The catalyst class is: 1. (2) Reactant: Cl.[NH2:2][C:3]1[N:32]=[C:6]2[N:7]([C:22]3[CH:27]=[CH:26][CH:25]=[C:24]([C:28]([F:31])([F:30])[F:29])[CH:23]=3)[C:8]([CH3:21])=[C:9]([C:19]#[N:20])[C@@H:10]([C:11]3[CH:16]=[CH:15][C:14]([C:17]#[N:18])=[CH:13][CH:12]=3)[N:5]2[N:4]=1.[CH:33]1([C:38](Cl)=[O:39])[CH2:37][CH2:36][CH2:35][CH2:34]1. Product: [C:19]([C:9]1[C@@H:10]([C:11]2[CH:16]=[CH:15][C:14]([C:17]#[N:18])=[CH:13][CH:12]=2)[N:5]2[N:4]=[C:3]([NH:2][C:38]([CH:33]3[CH2:37][CH2:36][CH2:35][CH2:34]3)=[O:39])[N:32]=[C:6]2[N:7]([C:22]2[CH:27]=[CH:26][CH:25]=[C:24]([C:28]([F:29])([F:31])[F:30])[CH:23]=2)[C:8]=1[CH3:21])#[N:20]. The catalyst class is: 17. (3) Reactant: [C:1]([O:5][C:6](=[O:29])[NH:7][C:8]1[C:9]([CH3:28])=[CH:10][C:11]2[CH2:17][C@@H:16]([NH2:18])[C:15](=[O:19])[N:14]([CH2:20][C:21]3[CH:26]=[CH:25][CH:24]=[CH:23][CH:22]=3)[CH2:13][C:12]=2[CH:27]=1)([CH3:4])([CH3:3])[CH3:2].[C:30](=O)(O)[O-:31].[Na+].C(Cl)(Cl)=O.C1(C)C=CC=CC=1.C(O)(=O)C.[O:50]=[C:51]1[N:60]([CH:61]2[CH2:66][CH2:65][NH:64][CH2:63][CH2:62]2)[CH2:59][C:58]2[C:53](=[CH:54][CH:55]=[CH:56][CH:57]=2)[NH:52]1. Product: [CH2:20]([N:14]1[C:15](=[O:19])[C@H:16]([NH:18][C:30]([N:64]2[CH2:65][CH2:66][CH:61]([N:60]3[CH2:59][C:58]4[C:53](=[CH:54][CH:55]=[CH:56][CH:57]=4)[NH:52][C:51]3=[O:50])[CH2:62][CH2:63]2)=[O:31])[CH2:17][C:11]2[CH:10]=[C:9]([CH3:28])[C:8]([NH:7][C:6](=[O:29])[O:5][C:1]([CH3:4])([CH3:3])[CH3:2])=[CH:27][C:12]=2[CH2:13]1)[C:21]1[CH:22]=[CH:23][CH:24]=[CH:25][CH:26]=1. The catalyst class is: 4. (4) The catalyst class is: 4. Product: [CH3:1][O:2][CH2:3][C:4]1([CH2:17][O:18][Si:28]([CH2:31][CH3:32])([CH2:29][CH3:30])[CH2:26][CH3:27])[C:16]2[CH:15]=[CH:14][CH:13]=[CH:12][C:11]=2[C:10]2[C:5]1=[CH:6][CH:7]=[CH:8][CH:9]=2. Reactant: [CH3:1][O:2][CH2:3][C:4]1([CH2:17][OH:18])[C:16]2[CH:15]=[CH:14][CH:13]=[CH:12][C:11]=2[C:10]2[C:5]1=[CH:6][CH:7]=[CH:8][CH:9]=2.C(N(CC)CC)C.[CH2:26]([Si:28](Cl)([CH2:31][CH3:32])[CH2:29][CH3:30])[CH3:27]. (5) Reactant: [Br:1][C:2]1[CH:6]=[C:5]([N:7]2[CH2:11][CH2:10][CH2:9][C@@H:8]2[CH2:12][NH:13][CH3:14])[N:4]([CH3:15])[N:3]=1.C(N(CC)CC)C.[CH3:23][S:24](Cl)(=[O:26])=[O:25]. Product: [Br:1][C:2]1[CH:6]=[C:5]([N:7]2[CH2:11][CH2:10][CH2:9][C@@H:8]2[CH2:12][N:13]([CH3:14])[S:24]([CH3:23])(=[O:26])=[O:25])[N:4]([CH3:15])[N:3]=1. The catalyst class is: 7. (6) Reactant: C([Li])CCC.Br[C:7]1[N:12]=[C:11]([C:13]2[CH:18]=[CH:17][CH:16]=[CH:15][CH:14]=2)[C:10]([CH3:19])=[CH:9][CH:8]=1.[CH2:20]([Sn:24](Cl)([CH2:29][CH2:30][CH2:31][CH3:32])[CH2:25][CH2:26][CH2:27][CH3:28])[CH2:21][CH2:22][CH3:23].[Cl-].[NH4+]. Product: [CH3:19][C:10]1[C:11]([C:13]2[CH:18]=[CH:17][CH:16]=[CH:15][CH:14]=2)=[N:12][C:7]([Sn:24]([CH2:25][CH2:26][CH2:27][CH3:28])([CH2:29][CH2:30][CH2:31][CH3:32])[CH2:20][CH2:21][CH2:22][CH3:23])=[CH:8][CH:9]=1. The catalyst class is: 7. (7) The catalyst class is: 22. Reactant: [CH2:1]([C:8]1[S:9][C:10]2[CH:16]=[C:15]([CH3:17])[CH:14]=[CH:13][C:11]=2[N:12]=1)[C:2]1[CH:7]=[CH:6][CH:5]=[CH:4]C=1.C1C(=O)N([Br:25])C(=O)C1.CC(N=NC(C#N)(C)C)(C#N)C.C(Cl)(Cl)(Cl)Cl. Product: [Br:25][CH2:17][C:15]1[CH:14]=[CH:13][C:11]2[N:12]=[C:8]([CH:1]3[CH2:2][CH2:7][CH2:6][CH2:5][CH2:4]3)[S:9][C:10]=2[CH:16]=1. (8) Reactant: [CH3:1][O-:2].[Na+].Cl[C:5]1[N:10]=[N:9][C:8]([N:11]2[C:15]([C:16]3[CH:20]=[CH:19][N:18]([CH3:21])[CH:17]=3)=[CH:14][C:13]([C:22]([O:24]C)=[O:23])=[N:12]2)=[CH:7][CH:6]=1.[OH-].[Na+]. Product: [CH3:1][O:2][C:5]1[N:10]=[N:9][C:8]([N:11]2[C:15]([C:16]3[CH:20]=[CH:19][N:18]([CH3:21])[CH:17]=3)=[CH:14][C:13]([C:22]([OH:24])=[O:23])=[N:12]2)=[CH:7][CH:6]=1. The catalyst class is: 111.